From a dataset of Forward reaction prediction with 1.9M reactions from USPTO patents (1976-2016). Predict the product of the given reaction. (1) Given the reactants I[C:2]1[C:10]2[C:5](=[N:6][CH:7]=[C:8]([C:11]3[CH:16]=[C:15]([O:17][CH3:18])[C:14]([O:19][CH3:20])=[C:13]([O:21][CH3:22])[CH:12]=3)[N:9]=2)[N:4]([S:23]([C:26]2[CH:31]=[CH:30][C:29]([CH3:32])=[CH:28][CH:27]=2)(=[O:25])=[O:24])[CH:3]=1.C(N(CC)CC)C.CN(C=O)C.[C:45]([C:47]1[CH:52]=[CH:51][CH:50]=[CH:49][CH:48]=1)#[CH:46], predict the reaction product. The product is: [C:47]1([C:45]#[C:46][C:2]2[C:10]3[C:5](=[N:6][CH:7]=[C:8]([C:11]4[CH:16]=[C:15]([O:17][CH3:18])[C:14]([O:19][CH3:20])=[C:13]([O:21][CH3:22])[CH:12]=4)[N:9]=3)[N:4]([S:23]([C:26]3[CH:31]=[CH:30][C:29]([CH3:32])=[CH:28][CH:27]=3)(=[O:25])=[O:24])[CH:3]=2)[CH:52]=[CH:51][CH:50]=[CH:49][CH:48]=1. (2) Given the reactants Cl[C:2]1[C:7]([NH2:8])=[C:6]([Cl:9])[N:5]=[C:4]([CH3:10])[N:3]=1.[C:11]1(B(O)O)[CH:16]=[CH:15][CH:14]=[CH:13][CH:12]=1.C(=O)([O-])[O-].[Na+].[Na+], predict the reaction product. The product is: [Cl:9][C:6]1[C:7]([NH2:8])=[C:2]([C:11]2[CH:16]=[CH:15][CH:14]=[CH:13][CH:12]=2)[N:3]=[C:4]([CH3:10])[N:5]=1. (3) Given the reactants [F:1][C:2]1[CH:9]=[CH:8][C:7]([OH:10])=[CH:6][C:3]=1[CH2:4][OH:5].[CH2:11](Br)[CH:12]=[CH2:13].Cl[C:16]([N:18]1[C@H:23]([CH3:24])[CH2:22][N:21](C(OC(C)(C)C)=O)[CH2:20][C@@H:19]1[CH3:32])=[O:17], predict the reaction product. The product is: [CH3:24][C@H:23]1[CH2:22][NH:21][CH2:20][C@@H:19]([CH3:32])[N:18]1[C:16]([O:5][CH2:4][C:3]1[CH:6]=[C:7]([O:10][CH2:13][CH:12]=[CH2:11])[CH:8]=[CH:9][C:2]=1[F:1])=[O:17]. (4) Given the reactants Br[C:2]1[C:7]([F:8])=[CH:6][C:5]([CH2:9][N:10]2[C@@H:15]([CH3:16])[CH2:14][CH2:13][C@H:12]([C:17]3[CH:22]=[CH:21][CH:20]=[CH:19][CH:18]=3)[S:11]2(=[O:24])=[O:23])=[C:4]([F:25])[CH:3]=1.[Cl-].[C:27]([O:31][C:32](=[O:35])[CH2:33][Zn+])([CH3:30])([CH3:29])[CH3:28], predict the reaction product. The product is: [F:8][C:7]1[CH:6]=[C:5]([CH2:9][N:10]2[C@@H:15]([CH3:16])[CH2:14][CH2:13][C@H:12]([C:17]3[CH:22]=[CH:21][CH:20]=[CH:19][CH:18]=3)[S:11]2(=[O:24])=[O:23])[C:4]([F:25])=[CH:3][C:2]=1[CH2:33][C:32]([O:31][C:27]([CH3:30])([CH3:29])[CH3:28])=[O:35]. (5) Given the reactants [C:1]([O:6][CH2:7][CH3:8])(=[O:5])[C:2]#[C:3][CH3:4].C(N(CC)CC)C.[OH:16]/[N:17]=[C:18](\Cl)/[C:19]1[CH:24]=[CH:23][CH:22]=[CH:21][C:20]=1[F:25], predict the reaction product. The product is: [CH2:7]([O:6][C:1]([C:2]1[C:18]([C:19]2[CH:24]=[CH:23][CH:22]=[CH:21][C:20]=2[F:25])=[N:17][O:16][C:3]=1[CH3:4])=[O:5])[CH3:8]. (6) Given the reactants [Si:1]([O:8][CH2:9][CH2:10][N:11]1[CH:15]=[C:14]([NH2:16])[CH:13]=[N:12]1)([C:4]([CH3:7])([CH3:6])[CH3:5])([CH3:3])[CH3:2].Br[C:18]1[C:19](=[O:26])[N:20]([CH3:25])[CH:21]=[C:22]([Br:24])[N:23]=1.C(=O)([O-])[O-].[Cs+].[Cs+].CC1(C)C2C(=C(P(C3C=CC=CC=3)C3C=CC=CC=3)C=CC=2)OC2C(P(C3C=CC=CC=3)C3C=CC=CC=3)=CC=CC1=2, predict the reaction product. The product is: [Br:24][C:22]1[N:23]=[C:18]([NH:16][C:14]2[CH:13]=[N:12][N:11]([CH2:10][CH2:9][O:8][Si:1]([C:4]([CH3:7])([CH3:5])[CH3:6])([CH3:3])[CH3:2])[CH:15]=2)[C:19](=[O:26])[N:20]([CH3:25])[CH:21]=1. (7) Given the reactants [CH3:1][O:2][C:3](=[O:28])[C:4]1[CH:9]=[CH:8][C:7](/[CH:10]=[CH:11]/[C:12]2[C:21]([CH2:22]Br)=[CH:20][C:19]3[C:18]([CH3:25])([CH3:24])[CH2:17][CH2:16][C:15]([CH3:27])([CH3:26])[C:14]=3[CH:13]=2)=[CH:6][CH:5]=1.C(=O)([O-])[O-].[K+].[K+].[CH2:35]([SH:39])[CH2:36][CH2:37][CH3:38], predict the reaction product. The product is: [CH3:1][O:2][C:3](=[O:28])[C:4]1[CH:9]=[CH:8][C:7](/[CH:10]=[CH:11]/[C:12]2[C:21]([CH2:22][S:39][CH2:35][CH2:36][CH2:37][CH3:38])=[CH:20][C:19]3[C:18]([CH3:25])([CH3:24])[CH2:17][CH2:16][C:15]([CH3:27])([CH3:26])[C:14]=3[CH:13]=2)=[CH:6][CH:5]=1.